The task is: Predict the product of the given reaction.. This data is from Forward reaction prediction with 1.9M reactions from USPTO patents (1976-2016). (1) The product is: [C:1]([O:5][C:6]([N:8]1[CH2:13][CH2:12][CH2:11][CH:10]([C:14](=[O:15])[NH:39][CH2:38][C:24]2([CH2:16][CH2:17][C:18]3[CH:23]=[CH:22][CH:21]=[CH:20][CH:19]=3)[C:37]3[CH:36]=[CH:35][CH:34]=[CH:33][C:32]=3[O:31][C:30]3[C:25]2=[CH:26][CH:27]=[CH:28][CH:29]=3)[CH2:9]1)=[O:7])([CH3:4])([CH3:3])[CH3:2]. Given the reactants [C:1]([O:5][C:6]([N:8]1[CH2:13][CH2:12][CH2:11][CH:10]([CH:14]=[O:15])[CH2:9]1)=[O:7])([CH3:4])([CH3:3])[CH3:2].[CH2:16]([C:24]1([CH2:38][NH2:39])[C:37]2[CH:36]=[CH:35][CH:34]=[CH:33][C:32]=2[O:31][C:30]2[C:25]1=[CH:26][CH:27]=[CH:28][CH:29]=2)[CH2:17][C:18]1[CH:23]=[CH:22][CH:21]=[CH:20][CH:19]=1.C(O[BH-](OC(=O)C)OC(=O)C)(=O)C.[Na+], predict the reaction product. (2) Given the reactants [CH3:1][C:2]1[C:10]([S:11]([CH2:13][CH3:14])=[O:12])=[C:9]([S:15]([CH3:18])(=[O:17])=[O:16])[CH:8]=[CH:7][C:3]=1[C:4]([OH:6])=O.[OH:19][C:20]1[N:21]([CH3:25])[N:22]=[CH:23][CH:24]=1.N1C=CC=CC=1.S(Cl)(Cl)=O, predict the reaction product. The product is: [CH2:13]([S:11]([C:10]1[C:2]([CH3:1])=[C:3]([C:4]([C:24]2[CH:23]=[N:22][N:21]([CH3:25])[C:20]=2[OH:19])=[O:6])[CH:7]=[CH:8][C:9]=1[S:15]([CH3:18])(=[O:17])=[O:16])=[O:12])[CH3:14].